Dataset: Catalyst prediction with 721,799 reactions and 888 catalyst types from USPTO. Task: Predict which catalyst facilitates the given reaction. (1) Reactant: [O:1]1[C:6]2=[C:7]3[C:11](=[CH:12][CH:13]=[C:5]2[O:4][CH2:3][C@@H:2]1[CH2:14][OH:15])[NH:10][CH:9]=[CH:8]3.[C:16]1([CH3:26])[CH:21]=[CH:20][C:19]([S:22](Cl)(=[O:24])=[O:23])=[CH:18][CH:17]=1. Product: [C:16]1([CH3:26])[CH:21]=[CH:20][C:19]([S:22]([O:15][CH2:14][C@H:2]2[O:1][C:6]3=[C:7]4[C:11](=[CH:12][CH:13]=[C:5]3[O:4][CH2:3]2)[NH:10][CH:9]=[CH:8]4)(=[O:24])=[O:23])=[CH:18][CH:17]=1. The catalyst class is: 112. (2) Reactant: O[CH2:2][C@@H:3]1[CH2:7][CH2:6][CH2:5][N:4]1[C:8]([C@@H:10]([CH2:19][CH:20]=[CH2:21])[CH2:11][C:12]([O:14][C:15]([CH3:18])([CH3:17])[CH3:16])=[O:13])=[O:9].P([N:38]=[N+:39]=[N-:40])(=O)(OC1C=CC=CC=1)OC1C=CC=CC=1.C1CCN2C(=NCCC2)CC1. Product: [N:38]([CH2:2][C@@H:3]1[CH2:7][CH2:6][CH2:5][N:4]1[C:8]([C@@H:10]([CH2:19][CH:20]=[CH2:21])[CH2:11][C:12]([O:14][C:15]([CH3:18])([CH3:17])[CH3:16])=[O:13])=[O:9])=[N+:39]=[N-:40]. The catalyst class is: 39. (3) Reactant: [F:1][C:2]1[CH:7]=[C:6]([S:8]([CH3:11])(=[O:10])=[O:9])[CH:5]=[CH:4][C:3]=1[NH:12][NH2:13].C(O[CH:17]=[C:18]([C:21]#[N:22])[C:19]#[N:20])C. Product: [NH2:22][C:21]1[N:12]([C:3]2[CH:4]=[CH:5][C:6]([S:8]([CH3:11])(=[O:10])=[O:9])=[CH:7][C:2]=2[F:1])[N:13]=[CH:17][C:18]=1[C:19]#[N:20]. The catalyst class is: 5. (4) Reactant: [CH3:1][S:2]([O:5][CH2:6][CH2:7][N:8]([CH2:24][CH2:25][O:26][S:27]([CH3:30])(=[O:29])=[O:28])[C:9]1[C:10]([N+:21]([O-:23])=[O:22])=[CH:11][C:12]([N+:18]([O-:20])=[O:19])=[C:13]([CH:17]=1)[C:14]([OH:16])=O)(=[O:4])=[O:3].[NH2:31][CH2:32][CH2:33][CH2:34][OH:35].Cl. Product: [CH3:1][S:2]([O:5][CH2:6][CH2:7][N:8]([CH2:24][CH2:25][O:26][S:27]([CH3:30])(=[O:29])=[O:28])[C:9]1[CH:17]=[C:13]([C:14]([NH:31][CH2:32][CH2:33][CH2:34][OH:35])=[O:16])[C:12]([N+:18]([O-:20])=[O:19])=[CH:11][C:10]=1[N+:21]([O-:23])=[O:22])(=[O:4])=[O:3]. The catalyst class is: 3. (5) Reactant: [OH:1][CH2:2][CH2:3][N:4]([C:8]1[CH:13]=[CH:12][C:11]([N+:14]([O-])=O)=[CH:10][CH:9]=1)[CH2:5][CH2:6][OH:7].O.O.[Sn](Cl)[Cl:20].N. Product: [ClH:20].[ClH:20].[OH:1][CH2:2][CH2:3][N:4]([CH2:5][CH2:6][OH:7])[C:8]1[CH:13]=[CH:12][C:11]([NH2:14])=[CH:10][CH:9]=1. The catalyst class is: 33.